The task is: Regression/Classification. Given a drug SMILES string, predict its absorption, distribution, metabolism, or excretion properties. Task type varies by dataset: regression for continuous measurements (e.g., permeability, clearance, half-life) or binary classification for categorical outcomes (e.g., BBB penetration, CYP inhibition). Dataset: cyp2d6_veith.. This data is from CYP2D6 inhibition data for predicting drug metabolism from PubChem BioAssay. (1) The molecule is Cc1c2cnccc2c(C)c2c1c1ccccc1n2CCOC(=O)c1ccccc1. The result is 1 (inhibitor). (2) The compound is CCn1c2ccccc2c2nnc(NCCCO)nc21. The result is 0 (non-inhibitor). (3) The drug is NC(=O)CN1CCOCCOCCOCCOCCOCC1. The result is 0 (non-inhibitor).